The task is: Predict the reactants needed to synthesize the given product.. This data is from Full USPTO retrosynthesis dataset with 1.9M reactions from patents (1976-2016). (1) Given the product [Cl:1][C:2]1[CH:3]=[C:4]([C:9]2[CH:10]=[C:11]([C:12]([F:15])([F:14])[F:13])[N:20]3[N:21]=[CH:22][C:23]([C:24]4[CH:25]=[N:26][CH:27]=[CH:28][CH:29]=4)=[C:19]3[N:18]=2)[CH:5]=[CH:6][C:7]=1[Cl:8], predict the reactants needed to synthesize it. The reactants are: [Cl:1][C:2]1[CH:3]=[C:4]([C:9](=O)[CH2:10][C:11](=O)[C:12]([F:15])([F:14])[F:13])[CH:5]=[CH:6][C:7]=1[Cl:8].[NH2:18][C:19]1[C:23]([C:24]2[CH:25]=[N:26][CH:27]=[CH:28][CH:29]=2)=[CH:22][NH:21][N:20]=1. (2) Given the product [NH:32]1[C:33]2[C:29](=[CH:28][CH:27]=[C:26]([NH:25][C:2]3[N:3]=[C:4]([NH:11][C:12]4[CH:24]=[CH:23][C:15]5[O:16][C:17]([CH3:22])([CH3:21])[C:18](=[O:20])[NH:19][C:14]=5[CH:13]=4)[C:5]4[CH:10]=[CH:9][NH:8][C:6]=4[N:7]=3)[CH:34]=2)[CH:30]=[N:31]1, predict the reactants needed to synthesize it. The reactants are: Cl[C:2]1[N:3]=[C:4]([NH:11][C:12]2[CH:24]=[CH:23][C:15]3[O:16][C:17]([CH3:22])([CH3:21])[C:18](=[O:20])[NH:19][C:14]=3[CH:13]=2)[C:5]2[CH:10]=[CH:9][NH:8][C:6]=2[N:7]=1.[NH2:25][C:26]1[CH:34]=[C:33]2[C:29]([CH:30]=[N:31][NH:32]2)=[CH:28][CH:27]=1.C[Si](Cl)(C)C. (3) Given the product [C:1]([O:5][C:6]([N:8]1[CH2:12][CH2:11][C@H:10]([O:13][Si:14]([C:17]([CH3:20])([CH3:19])[CH3:18])([CH3:16])[CH3:15])[C@H:9]1[CH:21]=[O:22])=[O:7])([CH3:4])([CH3:3])[CH3:2], predict the reactants needed to synthesize it. The reactants are: [C:1]([O:5][C:6]([N:8]1[CH2:12][CH2:11][C@H:10]([O:13][Si:14]([C:17]([CH3:20])([CH3:19])[CH3:18])([CH3:16])[CH3:15])[C@H:9]1[CH2:21][OH:22])=[O:7])([CH3:4])([CH3:3])[CH3:2].CC(OI1(OC(C)=O)(OC(C)=O)OC(=O)C2C=CC=CC1=2)=O. (4) Given the product [CH3:21][C:5]1[NH:4][C:3](=[O:2])[C:12]2[CH2:11][CH2:10][CH2:9][CH2:8][C:7]=2[C:6]=1[C:13]1[CH:14]=[C:15]([CH:18]=[CH:19][CH:20]=1)[C:16]#[N:17], predict the reactants needed to synthesize it. The reactants are: C[O:2][C:3]1[C:12]2[CH2:11][CH2:10][CH2:9][CH2:8][C:7]=2[C:6]([C:13]2[CH:14]=[C:15]([CH:18]=[CH:19][CH:20]=2)[C:16]#[N:17])=[C:5]([CH3:21])[N:4]=1.[I-].[Na+].Cl[Si](C)(C)C.C(#N)C. (5) Given the product [F:1][C:2]1[C:3]([C:8]2([C:13]#[N:14])[CH2:11][CH:10]([OH:12])[CH2:9]2)=[N:4][CH:5]=[CH:6][CH:7]=1, predict the reactants needed to synthesize it. The reactants are: [F:1][C:2]1[C:3]([C:8]2([C:13]#[N:14])[CH2:11][C:10](=[O:12])[CH2:9]2)=[N:4][CH:5]=[CH:6][CH:7]=1.[BH4-].[Na+].